This data is from Full USPTO retrosynthesis dataset with 1.9M reactions from patents (1976-2016). The task is: Predict the reactants needed to synthesize the given product. (1) The reactants are: [CH:1]([C:4]1C=[CH:10][CH:9]=[CH:8][C:5]=1C#N)([CH3:3])[CH3:2].[OH-:12].[K+].Cl.[CH2:15]([OH:18])[CH2:16]O. Given the product [CH:1]([C:4]1[CH:5]=[CH:8][CH:9]=[CH:10][C:16]=1[C:15]([OH:18])=[O:12])([CH3:3])[CH3:2], predict the reactants needed to synthesize it. (2) Given the product [S:10]1[CH:11]=[CH:12][C:8]([C:6]2[N:7]=[C:2]([NH:25][C:26]3[CH:36]=[CH:35][C:29]4[O:30][CH2:31][C:32](=[O:34])[NH:33][C:28]=4[CH:27]=3)[C:3]3[NH:15][N:14]=[CH:13][C:4]=3[N:5]=2)=[CH:9]1, predict the reactants needed to synthesize it. The reactants are: Cl[C:2]1[C:3]2[C:4](=[CH:13][N:14](CC3C=CC(OC)=CC=3)[N:15]=2)[N:5]=[C:6]([C:8]2[CH:12]=[CH:11][S:10][CH:9]=2)[N:7]=1.[NH2:25][C:26]1[CH:36]=[CH:35][C:29]2[O:30][CH2:31][C:32](=[O:34])[NH:33][C:28]=2[CH:27]=1.Cl. (3) Given the product [C:35]([C:16]1[CH:17]=[C:18]([C:19]([C:20]2[CH:15]=[CH:14][CH:13]=[CH:12][N:11]=2)=[O:31])[N:1]2[C:10]3[C:5](=[CH:6][CH:7]=[CH:8][CH:9]=3)[CH:4]=[CH:3][C:2]=12)#[N:38], predict the reactants needed to synthesize it. The reactants are: [NH+:1]1[C:10]2[C:5](=[CH:6][CH:7]=[CH:8][CH:9]=2)[CH:4]=[CH:3][CH:2]=1.[N:11]1[C:20]2[C:15](=[CH:16][CH:17]=[CH:18][CH:19]=2)[CH:14]=[CH:13][CH:12]=1.[Cr](O[Cr]([O-])(=O)=O)([O-])(=O)=O.C(=O)(O)[O-:31].[Na+].[C:35](#[N:38])C=C. (4) Given the product [OH:18][C@@H:12]([C:9]1[N:10]=[CH:11][C:6]([NH:5][C:3](=[O:4])[C:2]([CH3:19])([CH3:1])[CH3:20])=[N:7][CH:8]=1)[CH2:13][OH:14], predict the reactants needed to synthesize it. The reactants are: [CH3:1][C:2]([CH3:20])([CH3:19])[C:3]([NH:5][C:6]1[N:7]=[CH:8][C:9]([C:12](=[O:18])[CH2:13][O:14]C(=O)C)=[N:10][CH:11]=1)=[O:4].O=C[C@@H]([C@H]([C@@H]([C@@H](CO)O)O)O)O.C1C=[N+]([C@@H]2O[C@H](COP(OP(OC[C@H]3O[C@@H](N4C5N=CN=C(N)C=5N=C4)[C@H](OP(O)(O)=O)[C@@H]3O)(O)=O)(O)=O)[C@@H](O)[C@H]2O)C=C(C(N)=O)C=1.[OH-].[Na+]. (5) Given the product [NH2:9][C:5]1[CH:4]=[C:3]([OH:12])[CH:2]=[CH:7][C:6]=1[F:8], predict the reactants needed to synthesize it. The reactants are: Cl[C:2]1[CH:7]=[C:6]([F:8])[C:5]([N+:9]([O-])=O)=[CH:4][C:3]=1[OH:12].C(N(CC)CC)C.